Dataset: Reaction yield outcomes from USPTO patents with 853,638 reactions. Task: Predict the reaction yield, written as a fraction of the theoretical maximum amount of product (1.0 means a 100% yield; for example, 0.34 means a 34% yield). (1) The reactants are [O:1]1[C:5]2[CH:6]=[CH:7][C:8]([C:10]3([C:13]([NH:15][C:16]4[CH:17]=[C:18]5[C:22](=[CH:23][CH:24]=4)[NH:21][CH:20]([C:25]([CH3:28])([CH3:27])[CH3:26])[CH2:19]5)=[O:14])[CH2:12][CH2:11]3)=[CH:9][C:4]=2[O:3][CH2:2]1.O=[CH:30][CH2:31][CH2:32][C:33]([OH:35])=[O:34].[BH3-]C#N.[Na+]. The catalyst is CO.CC(O)=O. The product is [O:1]1[C:5]2[CH:6]=[CH:7][C:8]([C:10]3([C:13]([NH:15][C:16]4[CH:17]=[C:18]5[C:22](=[CH:23][CH:24]=4)[N:21]([CH2:30][CH2:31][CH2:32][C:33]([OH:35])=[O:34])[CH:20]([C:25]([CH3:28])([CH3:27])[CH3:26])[CH2:19]5)=[O:14])[CH2:12][CH2:11]3)=[CH:9][C:4]=2[O:3][CH2:2]1. The yield is 0.300. (2) The reactants are [CH:1]1([CH2:4][O:5][NH:6][C:7]([C:9]2[C:25]([NH:26][C:27]3[CH:32]=[CH:31][C:30]([C:33]#[N:34])=[CH:29][C:28]=3[CH3:35])=[C:24]([F:36])[C:12]3[N:13]=[C:14](COCC[Si](C)(C)C)[NH:15][C:11]=3[CH:10]=2)=[O:8])[CH2:3][CH2:2]1.Cl.[OH-].[Na+]. The catalyst is CCO. The product is [CH:1]1([CH2:4][O:5][NH:6][C:7]([C:9]2[C:25]([NH:26][C:27]3[CH:32]=[CH:31][C:30]([C:33]#[N:34])=[CH:29][C:28]=3[CH3:35])=[C:24]([F:36])[C:12]3[N:13]=[CH:14][NH:15][C:11]=3[CH:10]=2)=[O:8])[CH2:3][CH2:2]1. The yield is 0.900. (3) The reactants are Br[C:2]1[S:3][C:4]2[CH2:5][C:6]3[C:12]([C:13]4[CH:18]=[CH:17][C:16]([O:19][CH3:20])=[CH:15][CH:14]=4)=[N:11][N:10]([CH2:21][O:22][CH2:23][CH2:24][Si:25]([CH3:28])([CH3:27])[CH3:26])[C:7]=3[C:8]=2[CH:9]=1.[F:29][C:30]1[CH:31]=[C:32](B2OC(C)(C)C(C)(C)O2)[CH:33]=[CH:34][C:35]=1[O:36][CH3:37].C([O-])([O-])=O.[Na+].[Na+]. The catalyst is C1(C)C=CC=CC=1.C(O)C.Cl[Pd](Cl)([P](C1C=CC=CC=1)(C1C=CC=CC=1)C1C=CC=CC=1)[P](C1C=CC=CC=1)(C1C=CC=CC=1)C1C=CC=CC=1. The product is [F:29][C:30]1[CH:31]=[C:32]([C:2]2[S:3][C:4]3[CH2:5][C:6]4[C:12]([C:13]5[CH:14]=[CH:15][C:16]([O:19][CH3:20])=[CH:17][CH:18]=5)=[N:11][N:10]([CH2:21][O:22][CH2:23][CH2:24][Si:25]([CH3:27])([CH3:26])[CH3:28])[C:7]=4[C:8]=3[CH:9]=2)[CH:33]=[CH:34][C:35]=1[O:36][CH3:37]. The yield is 0.600. (4) The product is [C:3]1([C:12]([OH:14])=[O:13])[C:8]2[CH2:9][CH2:10][CH2:11][C:7]=2[CH:6]=[CH:5][N:4]=1. The catalyst is O.CO. The reactants are [Li+].[OH-].[C:3]1([C:12]([O:14]CC)=[O:13])[C:8]2[CH2:9][CH2:10][CH2:11][C:7]=2[CH:6]=[CH:5][N:4]=1. The yield is 0.630. (5) The reactants are Cl[C:2]1[C:11]2[C:6](=[CH:7][CH:8]=[CH:9][CH:10]=2)[N:5]=[CH:4][C:3]=1[N+:12]([O-:14])=[O:13].C(N(CC)CC)C.Cl.Cl.[NH2:24][CH2:25][C:26]1([NH2:32])[CH2:31][CH2:30][CH2:29][CH2:28][CH2:27]1. The catalyst is ClCCl. The product is [NH2:32][C:26]1([CH2:25][NH:24][C:2]2[C:11]3[C:6](=[CH:7][CH:8]=[CH:9][CH:10]=3)[N:5]=[CH:4][C:3]=2[N+:12]([O-:14])=[O:13])[CH2:31][CH2:30][CH2:29][CH2:28][CH2:27]1. The yield is 0.990.